From a dataset of Full USPTO retrosynthesis dataset with 1.9M reactions from patents (1976-2016). Predict the reactants needed to synthesize the given product. Given the product [CH3:16][O:15][N:14]=[C:12]1[CH2:11][C@@H:10]([C:17]2[N:18]=[C:32]([CH:27]3[CH2:31][CH2:30][CH2:29][CH2:28]3)[O:20][N:19]=2)[N:9]([C:7]([C:4]2[CH:3]=[CH:2][C:1]([C:21]3[CH:26]=[CH:25][CH:24]=[CH:23][CH:22]=3)=[CH:6][CH:5]=2)=[O:8])[CH2:13]1, predict the reactants needed to synthesize it. The reactants are: [C:1]1([C:21]2[CH:26]=[CH:25][CH:24]=[CH:23][CH:22]=2)[CH:6]=[CH:5][C:4]([C:7]([N:9]2[CH2:13][C:12](=[N:14][O:15][CH3:16])[CH2:11][C@H:10]2[C:17](=[N:19][OH:20])[NH2:18])=[O:8])=[CH:3][CH:2]=1.[CH:27]1([C:32](O)=O)[CH2:31][CH2:30][CH2:29][CH2:28]1.